From a dataset of Reaction yield outcomes from USPTO patents with 853,638 reactions. Predict the reaction yield, written as a fraction of the theoretical maximum amount of product (1.0 means a 100% yield; for example, 0.34 means a 34% yield). (1) The reactants are [NH2:1][C:2]1[CH:8]=[CH:7][C:5]([OH:6])=[CH:4][C:3]=1[OH:9].C(O[C:13](S)=[S:14])C.[OH-].[K+].Cl. The catalyst is C(O)C.O. The product is [SH:14][C:13]1[O:9][C:3]2[CH:4]=[C:5]([OH:6])[CH:7]=[CH:8][C:2]=2[N:1]=1. The yield is 0.900. (2) The reactants are Cl[C:2]1[CH:11]=[C:10](Cl)[CH:9]=[C:8]2[C:3]=1[CH:4]=[CH:5][N:6]=[CH:7]2.[CH2:13](B(O)O)[CH:14]([CH3:16])[CH3:15].[O-]P([O-])([O-])=O.[K+].[K+].[K+].[C:28]1([CH3:34])[CH:33]=CC=C[CH:29]=1. The catalyst is C1C=CC(/C=C/C(/C=C/C2C=CC=CC=2)=O)=CC=1.C1C=CC(/C=C/C(/C=C/C2C=CC=CC=2)=O)=CC=1.C1C=CC(/C=C/C(/C=C/C2C=CC=CC=2)=O)=CC=1.[Pd].[Pd].C1(P(C2CCCCC2)C2C=CC=CC=2C2C(OC)=CC=CC=2OC)CCCCC1.O. The product is [CH2:13]([C:2]1[CH:11]=[C:10]([CH2:29][CH:28]([CH3:34])[CH3:33])[CH:9]=[C:8]2[C:3]=1[CH:4]=[CH:5][N:6]=[CH:7]2)[CH:14]([CH3:16])[CH3:15]. The yield is 0.950. (3) The reactants are [CH3:1][O:2][C:3]1[CH:4]=[C:5]2[C:10](=[CH:11][CH:12]=1)[C:9](=[O:13])[CH2:8][CH2:7][CH2:6]2.[B-](F)(F)(F)[F:15].[B-](F)(F)(F)F.C1[N+]2(CCl)CC[N+](F)(CC2)C1. The catalyst is C(#N)C. The product is [F:15][C:4]1[C:3]([O:2][CH3:1])=[CH:12][CH:11]=[C:10]2[C:5]=1[CH2:6][CH2:7][CH2:8][C:9]2=[O:13]. The yield is 0.410. (4) The yield is 0.350. The reactants are N1CCCCC1.C1C2C(COC(=O)[NH:23][C@H:24]([C:44]([OH:46])=[O:45])[CH2:25][CH2:26][CH2:27][CH2:28][N:29]([CH2:38][C:39]3[S:40][CH:41]=[CH:42][N:43]=3)[CH2:30][C:31](=[O:37])[O:32][C:33]([CH3:36])([CH3:35])[CH3:34])C3C(=CC=CC=3)C=2C=CC=1. The product is [NH2:23][C@@H:24]([CH2:25][CH2:26][CH2:27][CH2:28][N:29]([CH2:30][C:31]([O:32][C:33]([CH3:36])([CH3:35])[CH3:34])=[O:37])[CH2:38][C:39]1[S:40][CH:41]=[CH:42][N:43]=1)[C:44]([OH:46])=[O:45]. The catalyst is CN(C=O)C.